Dataset: NCI-60 drug combinations with 297,098 pairs across 59 cell lines. Task: Regression. Given two drug SMILES strings and cell line genomic features, predict the synergy score measuring deviation from expected non-interaction effect. Drug 1: CS(=O)(=O)C1=CC(=C(C=C1)C(=O)NC2=CC(=C(C=C2)Cl)C3=CC=CC=N3)Cl. Drug 2: CC1C(C(CC(O1)OC2CC(OC(C2O)C)OC3=CC4=CC5=C(C(=O)C(C(C5)C(C(=O)C(C(C)O)O)OC)OC6CC(C(C(O6)C)O)OC7CC(C(C(O7)C)O)OC8CC(C(C(O8)C)O)(C)O)C(=C4C(=C3C)O)O)O)O. Cell line: MALME-3M. Synergy scores: CSS=3.28, Synergy_ZIP=12.0, Synergy_Bliss=15.6, Synergy_Loewe=14.0, Synergy_HSA=14.0.